This data is from Full USPTO retrosynthesis dataset with 1.9M reactions from patents (1976-2016). The task is: Predict the reactants needed to synthesize the given product. (1) Given the product [Cl-:2].[Cl:2][C:3]1[C:12]2[C:7](=[CH:8][CH:9]=[CH:10][CH:11]=2)[CH:6]=[CH:5][C:4]=1[O:13][CH2:14][CH2:15][NH2+:16][CH2:23][C:21]1[O:22][C:18]([CH3:17])=[CH:19][CH:20]=1, predict the reactants needed to synthesize it. The reactants are: [Cl-].[Cl:2][C:3]1[C:12]2[C:7](=[CH:8][CH:9]=[CH:10][CH:11]=2)[CH:6]=[CH:5][C:4]=1[O:13][CH2:14][CH2:15][NH3+:16].[CH3:17][C:18]1[O:22][C:21]([CH:23]=O)=[CH:20][CH:19]=1. (2) Given the product [C:1]([O:5][C:6]([N:8]1[C:16]2[C:11](=[CH:12][CH:13]=[CH:14][CH:15]=2)[C:10]([CH2:17][OH:18])=[CH:9]1)=[O:7])([CH3:4])([CH3:2])[CH3:3], predict the reactants needed to synthesize it. The reactants are: [C:1]([O:5][C:6]([N:8]1[C:16]2[C:11](=[CH:12][CH:13]=[CH:14][CH:15]=2)[C:10]([CH:17]=[O:18])=[CH:9]1)=[O:7])([CH3:4])([CH3:3])[CH3:2].[BH4-].[Na+].O. (3) Given the product [CH2:1]([O:8][C:9]([N:11]1[CH2:16][C@H:15]([O:17][CH2:18][C:19]2[CH:20]=[CH:21][C:22]3[O:27][CH2:26][CH2:25][N:24]([CH2:28][CH2:29][CH2:30][O:31][CH3:32])[C:23]=3[CH:33]=2)[C@@H:14]([C:34]2[CH:39]=[CH:38][C:37]([O:40][CH3:41])=[CH:36][CH:35]=2)[CH2:13][C@H:12]1[CH2:42][C:43](=[O:45])[NH:47][CH3:46])=[O:10])[C:2]1[CH:3]=[CH:4][CH:5]=[CH:6][CH:7]=1, predict the reactants needed to synthesize it. The reactants are: [CH2:1]([O:8][C:9]([N:11]1[CH2:16][C@H:15]([O:17][CH2:18][C:19]2[CH:20]=[CH:21][C:22]3[O:27][CH2:26][CH2:25][N:24]([CH2:28][CH2:29][CH2:30][O:31][CH3:32])[C:23]=3[CH:33]=2)[C@@H:14]([C:34]2[CH:39]=[CH:38][C:37]([O:40][CH3:41])=[CH:36][CH:35]=2)[CH2:13][C@H:12]1[CH2:42][C:43]([OH:45])=O)=[O:10])[C:2]1[CH:7]=[CH:6][CH:5]=[CH:4][CH:3]=1.[CH3:46][NH2:47]. (4) Given the product [CH:16]1([CH:13]2[NH:12][C:11](=[O:31])[CH:10]([CH2:9][CH2:8][CH2:7][OH:6])[O:15][CH2:14]2)[CH2:17][CH2:18][CH2:19][CH2:20][CH2:21]1, predict the reactants needed to synthesize it. The reactants are: C([Si](C)(C)[O:6][CH2:7][CH2:8][CH2:9][CH:10]1[O:15][CH2:14][CH:13]([CH:16]2[CH2:21][CH2:20][CH2:19][CH2:18][CH2:17]2)[N:12](CC2C=CC(OC)=CC=2)[C:11]1=[O:31])(C)(C)C.O=[N+]([O-])[O-].[O-][N+](=O)[O-].[O-][N+](=O)[O-].[O-][N+](=O)[O-].[O-][N+](=O)[O-].[O-][N+](=O)[O-].[Ce+4].[NH4+].[NH4+].